From a dataset of Catalyst prediction with 721,799 reactions and 888 catalyst types from USPTO. Predict which catalyst facilitates the given reaction. Reactant: [CH3:1][C:2]1[N:7]=[C:6]2[N:8]([C:11]3[CH:16]=[CH:15][C:14]([O:17][CH3:18])=[CH:13][C:12]=3[CH3:19])[CH2:9][CH2:10][C:5]2=[C:4]([N:20]2[CH:24]=[CH:23][C:22]([N:25]3[S:29](=[O:31])(=[O:30])[N:28](C(OC)=O)[CH2:27][CH2:26]3)=[N:21]2)[CH:3]=1.[OH-].[Na+].C([O-])(O)=O.[Na+]. Product: [O:31]=[S:29]1(=[O:30])[NH:28][CH2:27][CH2:26][N:25]1[C:22]1[CH:23]=[CH:24][N:20]([C:4]2[CH:3]=[C:2]([CH3:1])[N:7]=[C:6]3[N:8]([C:11]4[CH:16]=[CH:15][C:14]([O:17][CH3:18])=[CH:13][C:12]=4[CH3:19])[CH2:9][CH2:10][C:5]=23)[N:21]=1. The catalyst class is: 100.